Dataset: Forward reaction prediction with 1.9M reactions from USPTO patents (1976-2016). Task: Predict the product of the given reaction. (1) Given the reactants [N:1]1[CH:2]=[CH:3][N:4]2[CH:9]=[C:8]([CH2:10][OH:11])[CH:7]=[CH:6][C:5]=12.C1C(=O)N([Cl:19])C(=O)C1, predict the reaction product. The product is: [Cl:19][C:3]1[N:4]2[CH:9]=[C:8]([CH2:10][OH:11])[CH:7]=[CH:6][C:5]2=[N:1][CH:2]=1. (2) Given the reactants [CH:1]([C@H:4]1[CH2:8][O:7][C:6](=[O:9])[N:5]1[C:10]1[CH:15]=[CH:14][N:13]2[N:16]=[CH:17][C:18]([C:19]3[CH:28]=[CH:27][C:22]([C:23]([NH:25][NH2:26])=[O:24])=[CH:21][CH:20]=3)=[C:12]2[N:11]=1)([CH3:3])[CH3:2].[N:29]#[C:30]Br.C([O-])(O)=O.[Na+], predict the reaction product. The product is: [NH2:29][C:30]1[O:24][C:23]([C:22]2[CH:27]=[CH:28][C:19]([C:18]3[CH:17]=[N:16][N:13]4[CH:14]=[CH:15][C:10]([N:5]5[C@@H:4]([CH:1]([CH3:3])[CH3:2])[CH2:8][O:7][C:6]5=[O:9])=[N:11][C:12]=34)=[CH:20][CH:21]=2)=[N:25][N:26]=1. (3) Given the reactants [CH2:1]([N:8]1[CH2:13][CH2:12][CH:11]([N:14]2[CH2:19][CH2:18][CH2:17][CH:16]([C:20]([O:22]CC)=[O:21])[CH2:15]2)[CH2:10][CH2:9]1)[C:2]1[CH:7]=[CH:6][CH:5]=[CH:4][CH:3]=1.[ClH:25], predict the reaction product. The product is: [ClH:25].[ClH:25].[CH2:1]([N:8]1[CH2:9][CH2:10][CH:11]([N:14]2[CH2:19][CH2:18][CH2:17][CH:16]([C:20]([OH:22])=[O:21])[CH2:15]2)[CH2:12][CH2:13]1)[C:2]1[CH:7]=[CH:6][CH:5]=[CH:4][CH:3]=1. (4) The product is: [Br:1][C:2]1[CH:3]=[C:4]([CH:5]=[CH:6][CH:7]=1)[CH2:8][CH2:9][NH:10][C:16](=[O:17])[O:15][C:12]([CH3:14])([CH3:13])[CH3:11]. Given the reactants [Br:1][C:2]1[CH:3]=[C:4]([CH2:8][CH2:9][NH2:10])[CH:5]=[CH:6][CH:7]=1.[CH3:11][C:12]([O:15][C:16](O[C:16]([O:15][C:12]([CH3:14])([CH3:13])[CH3:11])=[O:17])=[O:17])([CH3:14])[CH3:13], predict the reaction product. (5) Given the reactants [CH3:1][C:2]1[C:6]([C:7]2[CH:8]=[C:9]([C:19]([C:21]3[CH:26]=[CH:25][CH:24]=[CH:23][N:22]=3)=[O:20])[C:10]3[N:14]=[C:13]([O:15]CC)[NH:12][C:11]=3[CH:18]=2)=[C:5]([CH3:27])[O:4][N:3]=1.[F:28][C:29]([F:35])([F:34])[CH2:30][CH2:31][Mg]Br, predict the reaction product. The product is: [CH3:1][C:2]1[C:6]([C:7]2[CH:8]=[C:9]([C:19]([OH:20])([C:21]3[CH:26]=[CH:25][CH:24]=[CH:23][N:22]=3)[CH2:31][CH2:30][C:29]([F:35])([F:34])[F:28])[C:10]3[NH:14][C:13](=[O:15])[NH:12][C:11]=3[CH:18]=2)=[C:5]([CH3:27])[O:4][N:3]=1. (6) Given the reactants C[Si](Cl)(C)C.Br[CH2:7][C:8]([O:10][CH2:11][CH3:12])=[O:9].[CH3:13][O:14][C:15]1[CH:22]=[C:21]([O:23][CH3:24])[CH:20]=[C:19]([B:25]2[O:29]C(C)(C)[C:27](C)(C)[O:26]2)[C:16]=1C=O, predict the reaction product. The product is: [OH:29][B:25]1[C:19]2[CH:16]=[C:15]([O:14][CH3:13])[CH:22]=[C:21]([O:23][CH3:24])[C:20]=2[CH:27]([CH2:7][C:8]([O:10][CH2:11][CH3:12])=[O:9])[O:26]1. (7) Given the reactants C[O:2][C:3](=O)[C:4]1[CH:9]=[CH:8][C:7]([CH2:10][O:11][C:12]2[CH:13]=[N:14][CH:15]=[CH:16][CH:17]=2)=[CH:6][C:5]=1[C:18]1[CH:23]=[CH:22][CH:21]=[CH:20][C:19]=1[CH3:24].Cl.[CH3:27][O:28][C:29](=[O:36])[C@H:30]([CH2:32][CH2:33][S:34][CH3:35])[NH2:31], predict the reaction product. The product is: [CH3:27][O:28][C:29](=[O:36])[C@H:30]([CH2:32][CH2:33][S:34][CH3:35])[NH:31][C:3](=[O:2])[C:4]1[CH:9]=[CH:8][C:7]([CH2:10][O:11][C:12]2[CH:13]=[N:14][CH:15]=[CH:16][CH:17]=2)=[CH:6][C:5]=1[C:18]1[CH:23]=[CH:22][CH:21]=[CH:20][C:19]=1[CH3:24]. (8) The product is: [NH2:8][C:9]1[S:10][CH:11]=[C:12]([CH2:14][CH2:15][NH:16][C:24]2[CH:29]=[CH:28][C:27]([NH:30][C:31](=[O:46])[C:32]3[CH:37]=[CH:36][C:35]([CH3:38])=[CH:34][C:33]=3[N:39]3[CH2:44][CH2:43][CH:42]([CH3:45])[CH2:41][CH2:40]3)=[CH:26][CH:25]=2)[N:13]=1. Given the reactants C(OC([NH:8][C:9]1[S:10][CH:11]=[C:12]([CH2:14][CH2:15][N:16]([C:24]2[CH:29]=[CH:28][C:27]([NH:30][C:31](=[O:46])[C:32]3[CH:37]=[CH:36][C:35]([CH3:38])=[CH:34][C:33]=3[N:39]3[CH2:44][CH2:43][CH:42]([CH3:45])[CH2:41][CH2:40]3)=[CH:26][CH:25]=2)C(=O)OC(C)(C)C)[N:13]=1)=O)(C)(C)C.FC(F)(F)C(O)=O, predict the reaction product. (9) Given the reactants [NH2:1][C:2]1[N:3]=[C:4](Cl)[C:5]2[C:10]([CH3:11])=[CH:9][N:8]([C@@H:12]3[O:28][C@H:27]([CH2:29][O:30][CH2:31][C:32]4[CH:37]=[CH:36][C:35]([Cl:38])=[CH:34][C:33]=4[Cl:39])[C@@H:16]([O:17][CH2:18][C:19]4[CH:24]=[CH:23][C:22]([Cl:25])=[CH:21][C:20]=4[Cl:26])[C@@:13]3([CH3:40])[O:14][CH3:15])[C:6]=2[N:7]=1.Cl.[O:43]1CCOCC1, predict the reaction product. The product is: [NH2:1][C:2]1[NH:3][C:4](=[O:43])[C:5]2[C:10]([CH3:11])=[CH:9][N:8]([C@@H:12]3[O:28][C@H:27]([CH2:29][O:30][CH2:31][C:32]4[CH:37]=[CH:36][C:35]([Cl:38])=[CH:34][C:33]=4[Cl:39])[C@@H:16]([O:17][CH2:18][C:19]4[CH:24]=[CH:23][C:22]([Cl:25])=[CH:21][C:20]=4[Cl:26])[C@@:13]3([CH3:40])[O:14][CH3:15])[C:6]=2[N:7]=1.